Dataset: Full USPTO retrosynthesis dataset with 1.9M reactions from patents (1976-2016). Task: Predict the reactants needed to synthesize the given product. (1) Given the product [CH3:27][O:28][C:29](=[O:40])[CH2:30][C:31]1[CH:36]=[CH:35][CH:34]=[C:33]([O:24][C:21]2[CH:20]=[CH:19][C:18]([C:17]3[O:16][N:15]=[C:14]([CH3:25])[C:13]=3[NH:12][C:11]([O:10][C@@H:8]([C:3]3[CH:4]=[CH:5][CH:6]=[CH:7][C:2]=3[Cl:1])[CH3:9])=[O:26])=[CH:23][CH:22]=2)[CH:32]=1, predict the reactants needed to synthesize it. The reactants are: [Cl:1][C:2]1[CH:7]=[CH:6][CH:5]=[CH:4][C:3]=1[C@H:8]([O:10][C:11](=[O:26])[NH:12][C:13]1[C:14]([CH3:25])=[N:15][O:16][C:17]=1[C:18]1[CH:23]=[CH:22][C:21]([OH:24])=[CH:20][CH:19]=1)[CH3:9].[CH3:27][O:28][C:29](=[O:40])[CH2:30][C:31]1[CH:32]=[C:33](B(O)O)[CH:34]=[CH:35][CH:36]=1. (2) Given the product [F:16][C:2]([F:1])([F:17])[C:3]1[C:12]([C:13]([CH:19]2[C:20](=[O:24])[CH2:21][CH2:22][CH2:23][C:18]2=[O:25])=[O:15])=[CH:11][C:10]2[C:5](=[N:6][CH:7]=[CH:8][CH:9]=2)[N:4]=1, predict the reactants needed to synthesize it. The reactants are: [F:1][C:2]([F:17])([F:16])[C:3]1[C:12]([C:13]([OH:15])=O)=[CH:11][C:10]2[C:5](=[N:6][CH:7]=[CH:8][CH:9]=2)[N:4]=1.[C:18]1(=[O:25])[CH2:23][CH2:22][CH2:21][C:20](=[O:24])[CH2:19]1.C1(N=C=NC2CCCCC2)CCCCC1. (3) Given the product [CH2:3]([O:5][C:6]([C:8]1[CH:9]=[N:10][N:11]([C:14]2[CH:15]=[CH:16][C:17]([CH2:20][O:21][CH3:22])=[CH:18][CH:19]=2)[C:12]=1[CH3:13])=[O:7])[CH3:4], predict the reactants needed to synthesize it. The reactants are: [H-].[Na+].[CH2:3]([O:5][C:6]([C:8]1[CH:9]=[N:10][N:11]([C:14]2[CH:19]=[CH:18][C:17]([CH2:20][OH:21])=[CH:16][CH:15]=2)[C:12]=1[CH3:13])=[O:7])[CH3:4].[CH3:22]I.O. (4) Given the product [F:1][C:2]([F:39])([F:38])[C:3]1[CH:4]=[C:5]([C@H:13]2[O:17][C:16](=[O:18])[N:15]([CH2:19][C:20]3[C:25]([C:26]4[C:27]([O:33][CH3:34])=[N:28][CH:29]=[C:30]([B:40]5[O:44][C:43]([CH3:46])([CH3:45])[C:42]([CH3:48])([CH3:47])[O:41]5)[CH:31]=4)=[CH:24][N:23]=[C:22]([S:35][CH3:36])[N:21]=3)[C@H:14]2[CH3:37])[CH:6]=[C:7]([C:9]([F:12])([F:11])[F:10])[CH:8]=1, predict the reactants needed to synthesize it. The reactants are: [F:1][C:2]([F:39])([F:38])[C:3]1[CH:4]=[C:5]([C@H:13]2[O:17][C:16](=[O:18])[N:15]([CH2:19][C:20]3[C:25]([C:26]4[C:27]([O:33][CH3:34])=[N:28][CH:29]=[C:30](Cl)[CH:31]=4)=[CH:24][N:23]=[C:22]([S:35][CH3:36])[N:21]=3)[C@H:14]2[CH3:37])[CH:6]=[C:7]([C:9]([F:12])([F:11])[F:10])[CH:8]=1.[B:40]1([B:40]2[O:44][C:43]([CH3:46])([CH3:45])[C:42]([CH3:48])([CH3:47])[O:41]2)[O:44][C:43]([CH3:46])([CH3:45])[C:42]([CH3:48])([CH3:47])[O:41]1. (5) Given the product [CH2:11]([C:10]1([CH2:14][C:15]([O:17][CH3:18])=[O:16])[O:9][CH2:8][C:2]2([O:3][CH2:4][CH2:5][O:1]2)[CH2:6][O:7]1)[CH3:12], predict the reactants needed to synthesize it. The reactants are: [O:1]1[CH2:5][CH2:4][O:3][C:2]1([CH2:8][OH:9])[CH2:6][OH:7].[C:10]([CH2:14][C:15]([O:17][CH3:18])=[O:16])(=O)[CH2:11][CH3:12].C(OCC)(OCC)OCC.C(=O)([O-])O.[Na+]. (6) Given the product [Cl:1][C:2]1[CH:7]=[CH:6][CH:5]=[C:4]([F:8])[C:3]=1[N:9]=[C:15]=[S:16], predict the reactants needed to synthesize it. The reactants are: [Cl:1][C:2]1[CH:7]=[CH:6][CH:5]=[C:4]([F:8])[C:3]=1[NH2:9].CN(C)C=O.[C:15](Cl)(Cl)=[S:16]. (7) Given the product [O:13]=[C:3]([NH:1][NH:2][C:25](=[O:26])[C:24]([F:35])([F:34])[F:23])[CH2:4][NH:5][C:6](=[O:12])[O:7][C:8]([CH3:9])([CH3:10])[CH3:11], predict the reactants needed to synthesize it. The reactants are: [NH:1]([C:3](=[O:13])[CH2:4][NH:5][C:6](=[O:12])[O:7][C:8]([CH3:11])([CH3:10])[CH3:9])[NH2:2].CCN(C(C)C)C(C)C.[F:23][C:24]([F:35])([F:34])[C:25](O[C:25](=[O:26])[C:24]([F:35])([F:34])[F:23])=[O:26]. (8) Given the product [F:14][C:13]([F:16])([F:15])[C:10]1[CH:11]=[CH:12][C:7]([C:6]2[O:5][CH:4]=[N:3][C:2]=2[C:17]#[N:18])=[CH:8][CH:9]=1, predict the reactants needed to synthesize it. The reactants are: Br[C:2]1[N:3]=[CH:4][O:5][C:6]=1[C:7]1[CH:12]=[CH:11][C:10]([C:13]([F:16])([F:15])[F:14])=[CH:9][CH:8]=1.[C:17]([Zn]C#N)#[N:18]. (9) The reactants are: [Cl:1][C:2]1[CH:3]=[C:4]([CH:7]=[C:8]([Cl:20])[C:9]=1[C:10]1[S:11][C:12]2[C:13](Cl)=[N:14][CH:15]=[CH:16][C:17]=2[N:18]=1)[C:5]#[N:6].Cl[C:22]1[CH:38]=C(C#N)C=[C:35](Cl)[C:23]=1[C:24](Cl)=[N:25]C1C=CN=C(Cl)C=1F.[NH2:42][C:43]([NH2:45])=S.N1C=CC=CC=1.C(N(CC)CC)C. Given the product [Cl:1][C:2]1[CH:3]=[C:4]([C:5]#[N:6])[CH:7]=[C:8]([Cl:20])[C:9]=1[C:10]1[S:11][C:12]2[C:13]([NH:42][C:43]3[CH:35]=[C:23]([CH:22]=[CH:38][N:45]=3)[C:24]#[N:25])=[N:14][CH:15]=[CH:16][C:17]=2[N:18]=1, predict the reactants needed to synthesize it.